From a dataset of Forward reaction prediction with 1.9M reactions from USPTO patents (1976-2016). Predict the product of the given reaction. (1) Given the reactants C[C:2](=[CH2:19])[CH2:3][C:4]([CH2:15][C:16]([CH3:18])=C)([C:10]([O:12][CH2:13][CH3:14])=[O:11])[C:5]([O:7][CH2:8][CH3:9])=[O:6], predict the reaction product. The product is: [CH3:18][C:16]1[CH2:15][C:4]([C:5]([O:7][CH2:8][CH3:9])=[O:6])([C:10]([O:12][CH2:13][CH3:14])=[O:11])[CH2:3][C:2]=1[CH3:19]. (2) Given the reactants [CH3:1][C:2]1[CH:3]=[C:4]([O:14][C:15]2[CH:16]=[N:17][C:18]([S:21]([CH3:24])(=[O:23])=[O:22])=[CH:19][CH:20]=2)[CH:5]=[C:6]2[C:10]=1[NH:9][C:8]([C:11]([NH2:13])=O)=[CH:7]2.COC1C=CC(P2(SP(C3C=CC(OC)=CC=3)(=S)S2)=[S:34])=CC=1, predict the reaction product. The product is: [CH3:1][C:2]1[CH:3]=[C:4]([O:14][C:15]2[CH:16]=[N:17][C:18]([S:21]([CH3:24])(=[O:23])=[O:22])=[CH:19][CH:20]=2)[CH:5]=[C:6]2[C:10]=1[NH:9][C:8]([C:11](=[S:34])[NH2:13])=[CH:7]2. (3) Given the reactants [Br:1]Br.Cl.[NH2:4][C:5]1[CH:10]=[C:9]([C:11](=[O:13])[CH3:12])[CH:8]=[CH:7][N:6]=1.[BrH:14], predict the reaction product. The product is: [BrH:1].[NH2:4][C:5]1[CH:10]=[C:9]([C:11](=[O:13])[CH2:12][Br:14])[CH:8]=[CH:7][N:6]=1. (4) Given the reactants [Si]([O:8][C:9]1[CH:18]=[CH:17][CH:16]=[C:15]2[C:10]=1[CH:11]=[CH:12][C:13]([NH2:19])=[CH:14]2)(C(C)(C)C)(C)C.CCN(C(C)C)C(C)C.[C:29](O[C:29]([C:31]([F:34])([F:33])[F:32])=[O:30])([C:31]([F:34])([F:33])[F:32])=[O:30].CCCC[N+](CCCC)(CCCC)CCCC.[F-], predict the reaction product. The product is: [F:32][C:31]([F:34])([F:33])[C:29]([NH:19][C:13]1[CH:12]=[CH:11][C:10]2[C:15](=[CH:16][CH:17]=[CH:18][C:9]=2[OH:8])[CH:14]=1)=[O:30]. (5) Given the reactants [CH2:1]([O:3][C:4]([C:6]1[N:11]=[C:10](Br)[C:9]2[S:13][C:14]([C:16]3[CH:21]=[CH:20][CH:19]=[CH:18][CH:17]=3)=[N:15][C:8]=2[C:7]=1[OH:22])=[O:5])[CH3:2].B1([CH2:32][C:33]2[CH:38]=[CH:37][CH:36]=[CH:35][CH:34]=2)C2CCCC1CCC2.P([O-])([O-])([O-])=O.[K+].[K+].[K+].C1(P(C2CCCCC2)C2C=CC=CC=2C2C(OC)=CC=CC=2OC)CCCCC1, predict the reaction product. The product is: [CH2:1]([O:3][C:4]([C:6]1[N:11]=[C:10]([CH2:32][C:33]2[CH:38]=[CH:37][CH:36]=[CH:35][CH:34]=2)[C:9]2[S:13][C:14]([C:16]3[CH:21]=[CH:20][CH:19]=[CH:18][CH:17]=3)=[N:15][C:8]=2[C:7]=1[OH:22])=[O:5])[CH3:2]. (6) Given the reactants [Cl:1][C:2]1[CH:24]=[CH:23][C:5]([O:6][C:7]2[CH:12]=[CH:11][C:10]([C:13]3([CH:16]([CH3:18])[CH3:17])[CH2:15][O:14]3)=[C:9]([C:19]([F:22])([F:21])[F:20])[CH:8]=2)=[CH:4][CH:3]=1.[OH-].[Na+].N1C=[CH:30][N:29]=[N:28]1.[Cl-].[NH4+].[CH3:34][N:35]1CCCC1=O, predict the reaction product. The product is: [Cl:1][C:2]1[CH:24]=[CH:23][C:5]([O:6][C:7]2[CH:12]=[CH:11][C:10]([C:13]([OH:14])([CH:16]([CH3:18])[CH3:17])[CH2:15][N:29]3[CH:30]=[N:35][CH:34]=[N:28]3)=[C:9]([C:19]([F:22])([F:21])[F:20])[CH:8]=2)=[CH:4][CH:3]=1. (7) The product is: [CH:12]([C:15]1[CH:20]=[CH:19][C:18]([O:21][CH:2]([CH2:8][CH2:9][CH2:10][CH3:11])[C:3]([OH:5])=[O:4])=[CH:17][CH:16]=1)([CH3:14])[CH3:13].[CH:12]([C:15]1[CH:20]=[CH:19][C:18]([O:21][CH:2]([CH2:8][CH2:9][CH2:10][CH3:11])[C:3]([NH:22][C:23]2[S:24][CH:25]=[CH:26][N:27]=2)=[O:5])=[CH:17][CH:16]=1)([CH3:14])[CH3:13]. Given the reactants O[CH:2]([CH2:8][CH2:9][CH2:10][CH3:11])[C:3]([O:5]CC)=[O:4].[CH:12]([C:15]1[CH:20]=[CH:19][C:18]([OH:21])=[CH:17][CH:16]=1)([CH3:14])[CH3:13].[NH2:22][C:23]1[S:24][CH:25]=[CH:26][N:27]=1, predict the reaction product.